Dataset: CYP1A2 inhibition data for predicting drug metabolism from PubChem BioAssay. Task: Regression/Classification. Given a drug SMILES string, predict its absorption, distribution, metabolism, or excretion properties. Task type varies by dataset: regression for continuous measurements (e.g., permeability, clearance, half-life) or binary classification for categorical outcomes (e.g., BBB penetration, CYP inhibition). Dataset: cyp1a2_veith. (1) The compound is CO[C@@H]1[C@H](OC(C)=O)CC(=O)O[C@H](C)C/C=C\C=C/[C@H](O)[C@H](C)C[C@H](CC=O)[C@H]1O[C@H]1O[C@@H](C)[C@@H](O[C@@H]2C[C@](C)(O)[C@H](OC(=O)CC(C)C)[C@H](C)O2)[C@@H](N(C)C)[C@@H]1O. The result is 0 (non-inhibitor). (2) The molecule is Cc1ccc(NS(=O)(=O)c2ccccc2Cl)c2c1CC(C)(C)O2. The result is 1 (inhibitor). (3) The drug is CC1(C)O[C@H]2C[C@@H]3[C@H]4CCC5=CC(=O)CC[C@@]5(C)[C@]4(F)[C@@H](O)C[C@@]3(C)[C@@]2(C(=O)CCl)O1. The result is 0 (non-inhibitor). (4) The result is 0 (non-inhibitor). The compound is Nc1ccccc1CCCC(=O)O. (5) The drug is CC(=O)Nc1ccc(NC(=O)C/C(C)=N/NC(=O)C(=O)N2CCCC2)cc1. The result is 0 (non-inhibitor).